From a dataset of Full USPTO retrosynthesis dataset with 1.9M reactions from patents (1976-2016). Predict the reactants needed to synthesize the given product. (1) Given the product [CH:37]1([O:36][C:30]([C:31]2[CH:5]([C:4]3[CH:7]=[CH:8][CH:9]=[C:2]([OH:1])[CH:3]=3)[C:19]3[C:18](=[O:23])[CH2:17][CH:16]([C:13]4[CH:12]=[CH:11][C:10]([CH3:24])=[CH:15][CH:14]=4)[CH2:21][C:20]=3[NH:51][C:32]=2[CH3:34])=[O:35])[CH2:41][CH2:40][CH2:39][CH2:38]1, predict the reactants needed to synthesize it. The reactants are: [OH:1][C:2]1[CH:3]=[C:4]([CH:7]=[CH:8][CH:9]=1)[CH:5]=O.[C:10]1([CH3:24])[CH:15]=[CH:14][C:13]([CH:16]2[CH2:21][C:20](=O)[CH2:19][C:18](=[O:23])[CH2:17]2)=[CH:12][CH:11]=1.C([O-])(=O)C.[NH4+].[C:30]([O:36][CH:37]1[CH2:41][CH2:40][CH2:39][CH2:38]1)(=[O:35])[CH2:31][C:32]([CH3:34])=O.F[B-](F)(F)F.C([N+:51]1C=CN(C)C=1)CCC. (2) Given the product [F:16][C@:14]1([CH3:15])[C@H:10]([OH:9])[C@@:11]([F:34])([CH2:25][OH:37])[O:12][C@H:13]1[N:17]1[CH:22]=[CH:21][C:20](=[O:23])[NH:19][C:18]1=[O:24], predict the reactants needed to synthesize it. The reactants are: C([O:9][C@H:10]1[C@:14]([F:16])([CH3:15])[C@H:13]([N:17]2[CH:22]=[CH:21][C:20](=[O:23])[NH:19][C:18]2=[O:24])[O:12][C@@:11]1([F:34])[CH2:25]C(=O)C1C=CC=CC=1)(=O)C1C=CC=CC=1.N.C[OH:37]. (3) Given the product [Cl:1][C:2]1[N:10]=[C:9]2[C:5]([N:6]=[C:7]([CH2:11][N:12]3[CH2:13][CH2:14][N:15]([S:18]([CH3:21])(=[O:19])=[O:20])[CH2:16][CH2:17]3)[N:8]2[CH2:29][CH2:30][O:31][CH3:32])=[C:4]([N:22]2[CH2:23][CH2:24][O:25][CH2:26][CH2:27]2)[N:3]=1, predict the reactants needed to synthesize it. The reactants are: [Cl:1][C:2]1[N:10]=[C:9]2[C:5]([N:6]=[C:7]([CH2:11][N:12]3[CH2:17][CH2:16][N:15]([S:18]([CH3:21])(=[O:20])=[O:19])[CH2:14][CH2:13]3)[NH:8]2)=[C:4]([N:22]2[CH2:27][CH2:26][O:25][CH2:24][CH2:23]2)[N:3]=1.Br[CH2:29][CH2:30][O:31][CH3:32]. (4) Given the product [CH3:18][N:19]1[CH:23]=[CH:22][N:21]=[C:20]1[C:2]1[CH:7]=[CH:6][C:5]([C:8]2[C:9](=[O:17])[NH:10][C:11]3([CH2:16][CH2:15][CH2:14][CH2:13]3)[N:12]=2)=[CH:4][CH:3]=1, predict the reactants needed to synthesize it. The reactants are: Br[C:2]1[CH:7]=[CH:6][C:5]([C:8]2[C:9](=[O:17])[NH:10][C:11]3([CH2:16][CH2:15][CH2:14][CH2:13]3)[N:12]=2)=[CH:4][CH:3]=1.[CH3:18][N:19]1[CH:23]=[CH:22][N:21]=[C:20]1[Sn](CCCC)(CCCC)CCCC.[Cl-].[Li+].C(OCC)C. (5) Given the product [NH2:33][CH2:34][C:35]1[CH:40]=[C:39]([C:2]2[N:6]=[C:5]([C:15]([NH:17][C:18]3[CH:23]=[CH:22][CH:21]=[CH:20][C:19]=3[CH2:24][C:25]([OH:27])=[O:26])=[O:16])[NH:4][CH:3]=2)[CH:38]=[CH:37][CH:36]=1, predict the reactants needed to synthesize it. The reactants are: Br[C:2]1[N:6](COCC[Si](C)(C)C)[C:5]([C:15]([NH:17][C:18]2[CH:23]=[CH:22][CH:21]=[CH:20][C:19]=2[CH2:24][C:25]([O:27]C(C)(C)C)=[O:26])=[O:16])=[N:4][CH:3]=1.Cl.[NH2:33][CH2:34][C:35]1[CH:36]=[C:37](B(O)O)[CH:38]=[CH:39][CH:40]=1.C(O)(C(F)(F)F)=O.C(Cl)Cl. (6) Given the product [Cl:55][C:46]1[CH:45]=[C:44]([C:42]2[O:41][N:40]=[C:39]([C:36]3[CH:37]=[CH:38][C:33]([CH2:32][N:29]4[CH2:30][CH2:31][C:26]([CH2:56][O:57][CH3:58])([C:24]([OH:25])=[O:23])[CH2:27][CH2:28]4)=[CH:34][CH:35]=3)[N:43]=2)[CH:49]=[CH:48][C:47]=1[CH:50]1[CH2:51][CH2:52][CH2:53][CH2:54]1, predict the reactants needed to synthesize it. The reactants are: [OH-].[K+].C1OCCOCCOCCOCCOCCOC1.C([O:23][C:24]([C:26]1([CH2:56][O:57][CH3:58])[CH2:31][CH2:30][N:29]([CH2:32][C:33]2[CH:38]=[CH:37][C:36]([C:39]3[N:43]=[C:42]([C:44]4[CH:49]=[CH:48][C:47]([CH:50]5[CH2:54][CH2:53][CH2:52][CH2:51]5)=[C:46]([Cl:55])[CH:45]=4)[O:41][N:40]=3)=[CH:35][CH:34]=2)[CH2:28][CH2:27]1)=[O:25])C. (7) Given the product [Br:1][C:2]1[CH:21]=[C:20]2[C:5]([CH2:6][C:7]3([CH2:10][N:9]([C:11]([O:13][C:14]([CH3:17])([CH3:16])[CH3:15])=[O:12])[CH2:8]3)[C:18]2=[O:31])=[CH:4][CH:3]=1, predict the reactants needed to synthesize it. The reactants are: [Br:1][C:2]1[CH:21]=[CH:20][C:5]([CH2:6][C:7]2([C:18]#N)[CH2:10][N:9]([C:11]([O:13][C:14]([CH3:17])([CH3:16])[CH3:15])=[O:12])[CH2:8]2)=[C:4](I)[CH:3]=1.[Li]CCCC.C1C[O:31]CC1. (8) Given the product [C:2]([C:6]1[CH:24]=[CH:23][C:9]([CH2:10][N:11]([CH2:12][CH2:13][C:14]2[CH:19]=[CH:18][C:17]([Cl:20])=[C:16]([CH2:21][CH3:22])[CH:15]=2)[C:29](=[O:30])[C:28]2[CH:32]=[C:33]([C:35]([F:36])([F:37])[F:38])[CH:34]=[C:26]([Cl:25])[C:27]=2[F:39])=[CH:8][CH:7]=1)([CH3:3])([CH3:5])[CH3:4], predict the reactants needed to synthesize it. The reactants are: Cl.[C:2]([C:6]1[CH:24]=[CH:23][C:9]([CH2:10][NH:11][CH2:12][CH2:13][C:14]2[CH:19]=[CH:18][C:17]([Cl:20])=[C:16]([CH2:21][CH3:22])[CH:15]=2)=[CH:8][CH:7]=1)([CH3:5])([CH3:4])[CH3:3].[Cl:25][C:26]1[C:27]([F:39])=[C:28]([CH:32]=[C:33]([C:35]([F:38])([F:37])[F:36])[CH:34]=1)[C:29](O)=[O:30].CN(C(ON1N=NC2C=CC=CC1=2)=[N+](C)C)C.F[P-](F)(F)(F)(F)F.CCN(CC)CC. (9) The reactants are: [F:1][C:2]([F:16])([F:15])[C:3]1[CH:4]=[C:5]([NH:9][C:10]([CH3:14])=[CH:11][C:12]#[N:13])[CH:6]=[CH:7][CH:8]=1.[CH:17]([C:19]1[CH:26]=[CH:25][C:22]([C:23]#[N:24])=[CH:21][CH:20]=1)=O.[C:27]([CH2:29][C:30]([O:32][CH2:33][CH3:34])=[O:31])#[N:28].N1CCCCC1. Given the product [NH2:28][C:27]1[N:9]([C:5]2[CH:6]=[CH:7][CH:8]=[C:3]([C:2]([F:15])([F:16])[F:1])[CH:4]=2)[C:10]([CH3:14])=[C:11]([C:12]#[N:13])[CH:17]([C:19]2[CH:26]=[CH:25][C:22]([C:23]#[N:24])=[CH:21][CH:20]=2)[C:29]=1[C:30]([O:32][CH2:33][CH3:34])=[O:31], predict the reactants needed to synthesize it. (10) Given the product [F:15][C:7]1[CH:6]=[C:5]([CH2:4][NH:2][CH3:1])[CH:10]=[C:9]([C:11]([F:14])([F:13])[F:12])[CH:8]=1, predict the reactants needed to synthesize it. The reactants are: [CH3:1][NH2:2].Br[CH2:4][C:5]1[CH:10]=[C:9]([C:11]([F:14])([F:13])[F:12])[CH:8]=[C:7]([F:15])[CH:6]=1.